This data is from Reaction yield outcomes from USPTO patents with 853,638 reactions. The task is: Predict the reaction yield, written as a fraction of the theoretical maximum amount of product (1.0 means a 100% yield; for example, 0.34 means a 34% yield). (1) The reactants are [CH2:1]([NH:8][C@H:9]1[CH2:14][CH2:13][C@@H:12]([C:15]2[CH:20]=[CH:19][C:18]([O:21][Si](C(C)(C)C)(C)C)=[CH:17][C:16]=2[O:29][Si](C(C)(C)C)(C)C)[CH2:11][CH2:10]1)[C:2]1[CH:7]=[CH:6][CH:5]=[CH:4][CH:3]=1.C(N(CC)CC)C.[C:44](Cl)(=[O:47])[CH2:45][CH3:46]. The catalyst is ClC(Cl)C.CN(C)C1C=CN=CC=1. The product is [CH2:1]([N:8]([C@H:9]1[CH2:10][CH2:11][C@@H:12]([C:15]2[CH:20]=[CH:19][C:18]([OH:21])=[CH:17][C:16]=2[OH:29])[CH2:13][CH2:14]1)[C:44](=[O:47])[CH2:45][CH3:46])[C:2]1[CH:3]=[CH:4][CH:5]=[CH:6][CH:7]=1. The yield is 0.370. (2) The reactants are [Si]([O:8][C@@H:9]1[C:17]2[C:12](=[C:13]([C:18]3[S:22][C:21]([C:23]4[CH:24]=[CH:25][C:26]([O:31][CH:32]([CH3:34])[CH3:33])=[C:27]([CH:30]=4)[C:28]#[N:29])=[N:20][CH:19]=3)[CH:14]=[CH:15][CH:16]=2)[CH2:11][CH2:10]1)(C(C)(C)C)(C)C.CCCC[N+](CCCC)(CCCC)CCCC.[F-]. The catalyst is C1COCC1. The product is [OH:8][C@@H:9]1[C:17]2[C:12](=[C:13]([C:18]3[S:22][C:21]([C:23]4[CH:24]=[CH:25][C:26]([O:31][CH:32]([CH3:34])[CH3:33])=[C:27]([CH:30]=4)[C:28]#[N:29])=[N:20][CH:19]=3)[CH:14]=[CH:15][CH:16]=2)[CH2:11][CH2:10]1. The yield is 0.410. (3) The reactants are C([N:8](C(O)=O)[C@H:9]([C:22]1[N:23]=[C:24]([C:27]2[CH:32]=[CH:31][C:30]([OH:33])=[CH:29][CH:28]=2)[S:25][CH:26]=1)[CH2:10][CH2:11][CH2:12][CH2:13][NH:14][C:15](=[O:21])[O:16][C:17]([CH3:20])([CH3:19])[CH3:18])C1C=CC=CC=1.Cl.[CH3:38][N:39]([CH2:41][CH2:42]Cl)[CH3:40].C(=O)([O-])[O-].[K+].[K+]. The catalyst is CC(C)=O. The product is [NH2:8][C@H:9]([C:22]1[N:23]=[C:24]([C:27]2[CH:32]=[CH:31][C:30]([O:33][CH2:42][CH2:41][N:39]([CH3:40])[CH3:38])=[CH:29][CH:28]=2)[S:25][CH:26]=1)[CH2:10][CH2:11][CH2:12][CH2:13][NH:14][C:15](=[O:21])[O:16][C:17]([CH3:20])([CH3:19])[CH3:18]. The yield is 0.485. (4) The reactants are C([O:3][C:4](=[O:13])[CH2:5][CH2:6][C:7]1[N:8]([CH3:12])[N:9]=[CH:10][CH:11]=1)C.[OH-].[Li+].O. The catalyst is C1COCC1.CO. The product is [CH3:12][N:8]1[C:7]([CH2:6][CH2:5][C:4]([OH:13])=[O:3])=[CH:11][CH:10]=[N:9]1. The yield is 0.560. (5) The reactants are C([O:3][C:4](=[O:34])[CH2:5][CH:6]([N:10]1[C:14]2[CH:15]=[CH:16][CH:17]=[CH:18][C:13]=2[N:12]([CH2:19][C:20]2[CH:21]=[CH:22][C:23]([Cl:32])=[C:24]3[C:28]=2[N:27]([CH3:29])[C:26]([CH3:30])=[C:25]3[CH3:31])[C:11]1=[O:33])[CH2:7][CH2:8][CH3:9])C.O.[OH-].[Li+]. The catalyst is C1COCC1.O. The product is [Cl:32][C:23]1[CH:22]=[CH:21][C:20]([CH2:19][N:12]2[C:13]3[CH:18]=[CH:17][CH:16]=[CH:15][C:14]=3[N:10]([CH:6]([CH2:7][CH2:8][CH3:9])[CH2:5][C:4]([OH:34])=[O:3])[C:11]2=[O:33])=[C:28]2[C:24]=1[C:25]([CH3:31])=[C:26]([CH3:30])[N:27]2[CH3:29]. The yield is 0.430. (6) The reactants are [CH:1]([C:3]1[S:7][C:6]([N:8]2[CH2:12][CH2:11][CH2:10][C@H:9]2[C:13]([O:15]C(C)(C)C)=[O:14])=[N:5][CH:4]=1)=[O:2].Cl.CCOCC. The catalyst is C(Cl)Cl. The product is [CH:1]([C:3]1[S:7][C:6]([N:8]2[CH2:12][CH2:11][CH2:10][C@H:9]2[C:13]([OH:15])=[O:14])=[N:5][CH:4]=1)=[O:2]. The yield is 1.00. (7) The reactants are [CH2:1]([N:8]1[CH2:12][CH:11]([N:13](C(OC(C)(C)C)=O)[CH2:14][C:15]2[CH:20]=[CH:19][C:18]([F:21])=[CH:17][C:16]=2[F:22])[CH2:10][CH:9]1[C:30](O)=[O:31])[C:2]1[CH:7]=[CH:6][CH:5]=[CH:4][CH:3]=1.Cl.C(N=C=NCCCN(C)C)C.ON1C2C=CC=CC=2N=N1.[N:55]1([C:61]2[CH:68]=[CH:67][CH:66]=[CH:65][C:62]=2[C:63]#[N:64])[CH2:60][CH2:59][NH:58][CH2:57][CH2:56]1.FC(F)(F)C(O)=O. The catalyst is ClCCl.C(N(CC)CC)C. The product is [CH2:1]([N:8]1[CH2:12][CH:11]([NH:13][CH2:14][C:15]2[CH:20]=[CH:19][C:18]([F:21])=[CH:17][C:16]=2[F:22])[CH2:10][CH:9]1[C:30]([N:58]1[CH2:59][CH2:60][N:55]([C:61]2[CH:68]=[CH:67][CH:66]=[CH:65][C:62]=2[C:63]#[N:64])[CH2:56][CH2:57]1)=[O:31])[C:2]1[CH:7]=[CH:6][CH:5]=[CH:4][CH:3]=1. The yield is 0.0970.